From a dataset of Peptide-MHC class II binding affinity with 134,281 pairs from IEDB. Regression. Given a peptide amino acid sequence and an MHC pseudo amino acid sequence, predict their binding affinity value. This is MHC class II binding data. (1) The peptide sequence is KDDIFYYVYGLLHDP. The MHC is HLA-DQA10501-DQB10301 with pseudo-sequence HLA-DQA10501-DQB10301. The binding affinity (normalized) is 0.0482. (2) The MHC is DRB1_0802 with pseudo-sequence DRB1_0802. The peptide sequence is EIVQFLEETFAAYDQ. The binding affinity (normalized) is 0.450. (3) The peptide sequence is AAVVRFQEAANKQKQ. The MHC is DRB1_0401 with pseudo-sequence DRB1_0401. The binding affinity (normalized) is 0.278. (4) The peptide sequence is ILGAAVNGKKSAHGS. The MHC is DRB1_0901 with pseudo-sequence DRB1_0901. The binding affinity (normalized) is 0.223. (5) The binding affinity (normalized) is 0.0544. The peptide sequence is IVQINGRHFDLRAQG. The MHC is HLA-DQA10301-DQB10302 with pseudo-sequence HLA-DQA10301-DQB10302.